This data is from Full USPTO retrosynthesis dataset with 1.9M reactions from patents (1976-2016). The task is: Predict the reactants needed to synthesize the given product. (1) Given the product [CH3:20][O:21][C:22]1[CH:29]=[CH:28][C:25]([CH2:26][NH:1][CH2:2][C:3]2([C:16]([O:18][CH3:19])=[O:17])[CH2:4][CH2:5][N:6]([C:9]([O:11][C:12]([CH3:14])([CH3:15])[CH3:13])=[O:10])[CH2:7][CH2:8]2)=[CH:24][CH:23]=1, predict the reactants needed to synthesize it. The reactants are: [NH2:1][CH2:2][C:3]1([C:16]([O:18][CH3:19])=[O:17])[CH2:8][CH2:7][N:6]([C:9]([O:11][C:12]([CH3:15])([CH3:14])[CH3:13])=[O:10])[CH2:5][CH2:4]1.[CH3:20][O:21][C:22]1[CH:29]=[CH:28][C:25]([CH:26]=O)=[CH:24][CH:23]=1.C([BH3-])#N.[Na+]. (2) The reactants are: [Cl:1][C:2]1[CH:9]=[CH:8][C:5]([C:6]#[N:7])=[C:4]([O:10][C@@H:11]([C:16]2[CH:21]=[CH:20][CH:19]=[CH:18][CH:17]=2)[CH2:12][CH2:13][CH2:14]I)[CH:3]=1.[NH:22]1[CH2:26][CH2:25][CH2:24][CH2:23]1.[C:27]([OH:32])(=[O:31])[C:28]([OH:30])=[O:29]. Given the product [C:27]([OH:32])(=[O:31])[C:28]([OH:30])=[O:29].[Cl:1][C:2]1[CH:9]=[CH:8][C:5]([C:6]#[N:7])=[C:4]([O:10][C@@H:11]([C:16]2[CH:21]=[CH:20][CH:19]=[CH:18][CH:17]=2)[CH2:12][CH2:13][CH2:14][N:22]2[CH2:26][CH2:25][CH2:24][CH2:23]2)[CH:3]=1, predict the reactants needed to synthesize it.